Task: Regression. Given two drug SMILES strings and cell line genomic features, predict the synergy score measuring deviation from expected non-interaction effect.. Dataset: NCI-60 drug combinations with 297,098 pairs across 59 cell lines Drug 1: CCC(=C(C1=CC=CC=C1)C2=CC=C(C=C2)OCCN(C)C)C3=CC=CC=C3.C(C(=O)O)C(CC(=O)O)(C(=O)O)O. Drug 2: CC1CCC2CC(C(=CC=CC=CC(CC(C(=O)C(C(C(=CC(C(=O)CC(OC(=O)C3CCCCN3C(=O)C(=O)C1(O2)O)C(C)CC4CCC(C(C4)OC)O)C)C)O)OC)C)C)C)OC. Cell line: SK-OV-3. Synergy scores: CSS=16.1, Synergy_ZIP=4.92, Synergy_Bliss=9.18, Synergy_Loewe=-21.1, Synergy_HSA=3.52.